Dataset: Reaction yield outcomes from USPTO patents with 853,638 reactions. Task: Predict the reaction yield, written as a fraction of the theoretical maximum amount of product (1.0 means a 100% yield; for example, 0.34 means a 34% yield). The reactants are [CH3:1][C:2]1[C:3]([C:11]2[S:15][C:14]([C:16]([OH:18])=O)=[CH:13][CH:12]=2)=[N:4][O:5][C:6]=1[C:7]([F:10])([F:9])[F:8].C([N:26]1[CH2:31][CH2:30][NH:29][C@@H:28]([CH2:32][OH:33])[CH2:27]1)(OC(C)(C)C)=O.[ClH:34]. The catalyst is O1CCOCC1. The product is [ClH:34].[OH:33][CH2:32][C@H:28]1[CH2:27][NH:26][CH2:31][CH2:30][N:29]1[C:16]([C:14]1[S:15][C:11]([C:3]2[C:2]([CH3:1])=[C:6]([C:7]([F:8])([F:9])[F:10])[O:5][N:4]=2)=[CH:12][CH:13]=1)=[O:18]. The yield is 0.830.